This data is from Reaction yield outcomes from USPTO patents with 853,638 reactions. The task is: Predict the reaction yield, written as a fraction of the theoretical maximum amount of product (1.0 means a 100% yield; for example, 0.34 means a 34% yield). (1) The reactants are [OH:1][C:2]1[CH:7]=[CH:6][C:5]([CH2:8][CH2:9][CH2:10][OH:11])=[CH:4][CH:3]=1.[H-].[Na+].Br[CH2:15][CH2:16][CH2:17][CH2:18][CH2:19][C:20]#[N:21]. The catalyst is CN(C=O)C. The product is [C:20]([CH2:19][CH2:18][CH2:17][CH2:16][CH2:15][O:1][C:2]1[CH:3]=[CH:4][C:5]([CH2:8][CH2:9][CH2:10][O:11][CH2:15][CH2:16][CH2:17][CH2:18][CH2:19][C:20]#[N:21])=[CH:6][CH:7]=1)#[N:21]. The yield is 0.300. (2) The reactants are [C:1]([C:3]1[CH:4]=[N:5][CH:6]=[CH:7][CH:8]=1)#[CH:2].[CH2:9]([O:16][C:17]1[CH:22]=[CH:21][C:20]([CH2:23][C:24](Cl)=[N:25][OH:26])=[CH:19][CH:18]=1)[C:10]1[CH:15]=[CH:14][CH:13]=[CH:12][CH:11]=1.C(N(CC)CC)C. The catalyst is O1CCCC1. The product is [CH2:9]([O:16][C:17]1[CH:22]=[CH:21][C:20]([CH2:23][C:24]2[CH:2]=[C:1]([C:3]3[CH:4]=[N:5][CH:6]=[CH:7][CH:8]=3)[O:26][N:25]=2)=[CH:19][CH:18]=1)[C:10]1[CH:11]=[CH:12][CH:13]=[CH:14][CH:15]=1. The yield is 0.480. (3) The reactants are CN(C(ON1N=NC2C=CC=NC1=2)=[N+](C)C)C.F[P-](F)(F)(F)(F)F.C(N(CC)CC)C.[F:32][C:33]([F:44])([F:43])[C:34]1[CH:42]=[CH:41][C:37]([C:38]([OH:40])=O)=[CH:36][CH:35]=1.[NH2:45][C:46]1[CH:60]=[CH:59][C:49]([O:50][CH2:51][CH2:52][N:53]2[CH2:57][CH2:56][C@H:55]([OH:58])[CH2:54]2)=[C:48]([C:61]2[N:62]([CH3:66])[N:63]=[CH:64][CH:65]=2)[CH:47]=1. The catalyst is C1COCC1. The product is [OH:58][C@H:55]1[CH2:56][CH2:57][N:53]([CH2:52][CH2:51][O:50][C:49]2[CH:59]=[CH:60][C:46]([NH:45][C:38](=[O:40])[C:37]3[CH:36]=[CH:35][C:34]([C:33]([F:32])([F:44])[F:43])=[CH:42][CH:41]=3)=[CH:47][C:48]=2[C:61]2[N:62]([CH3:66])[N:63]=[CH:64][CH:65]=2)[CH2:54]1. The yield is 0.330. (4) The reactants are CCN(C(C)C)C(C)C.[F:10][C:11]([F:28])([F:27])[O:12][C:13]1[CH:14]=[CH:15][CH:16]=[C:17]2[C:22]=1[O:21][C:20](=[O:23])[C:19]([C:24]([OH:26])=O)=[CH:18]2.CN(C(ON1N=NC2C=CC=NC1=2)=[N+](C)C)C.F[P-](F)(F)(F)(F)F.[O:53]1[C:57]2[CH:58]=[CH:59][C:60]([C:62]3[CH:63]=[C:64]([NH2:68])[CH:65]=[CH:66][CH:67]=3)=[CH:61][C:56]=2[CH2:55][CH2:54]1. The catalyst is CN(C=O)C. The product is [O:53]1[C:57]2[CH:58]=[CH:59][C:60]([C:62]3[CH:63]=[C:64]([NH:68][C:24]([C:19]4[C:20](=[O:23])[O:21][C:22]5[C:17]([CH:18]=4)=[CH:16][CH:15]=[CH:14][C:13]=5[O:12][C:11]([F:10])([F:28])[F:27])=[O:26])[CH:65]=[CH:66][CH:67]=3)=[CH:61][C:56]=2[CH2:55][CH2:54]1. The yield is 0.760. (5) The reactants are [Cl:1][C:2]1[N:7]=[CH:6][N:5]=[C:4]2[NH:8][N:9]=[CH:10][C:3]=12.[N:11]1([CH2:17][CH2:18]O)[CH2:16][CH2:15][CH2:14][CH2:13][CH2:12]1.C1(P(C2C=CC=CC=2)C2C=CC=CC=2)C=CC=CC=1.CC(OC(/N=N/C(OC(C)C)=O)=O)C. The catalyst is C1COCC1. The product is [Cl:1][C:2]1[N:7]=[CH:6][N:5]=[C:4]2[N:8]([CH2:18][CH2:17][N:11]3[CH2:16][CH2:15][CH2:14][CH2:13][CH2:12]3)[N:9]=[CH:10][C:3]=12. The yield is 0.420. (6) The reactants are Cl.[CH3:2][O:3][C:4](=[O:8])[C@H:5]([CH3:7])[NH2:6].[C:9]1(B(O)O)[C:18]2[C:13](=[CH:14][CH:15]=[CH:16][CH:17]=2)[CH:12]=[CH:11][CH:10]=1. The catalyst is CC([O-])=O.CC([O-])=O.[Cu+2]. The product is [C:17]1([NH:6][C@@H:5]([CH3:7])[C:4]([O:3][CH3:2])=[O:8])[C:18]2[C:13](=[CH:12][CH:11]=[CH:10][CH:9]=2)[CH:14]=[CH:15][CH:16]=1. The yield is 0.340. (7) The reactants are FC(F)(F)C(O)=O.C(O[C:13](=O)[N:14]([C:16]1[CH:21]=[CH:20][C:19]([CH:22]=[CH:23][C:24]2[CH:29]=[CH:28][C:27]([O:30][CH2:31][CH2:32][O:33][CH2:34][CH2:35][F:36])=[CH:26][CH:25]=2)=[CH:18][CH:17]=1)C)(C)(C)C. The catalyst is ClCCl. The product is [F:36][CH2:35][CH2:34][O:33][CH2:32][CH2:31][O:30][C:27]1[CH:28]=[CH:29][C:24]([CH:23]=[CH:22][C:19]2[CH:20]=[CH:21][C:16]([NH:14][CH3:13])=[CH:17][CH:18]=2)=[CH:25][CH:26]=1. The yield is 0.560. (8) The reactants are [F:1][C:2]([F:31])([F:30])[C:3]1[C:4]([O:19][CH:20]2[CH2:25][CH2:24][CH:23]([C:26]([F:29])([F:28])[F:27])[CH2:22][CH2:21]2)=[CH:5][CH:6]=[C:7]2[C:12]=1[CH:11]=[C:10]([CH2:13]OS(C)(=O)=O)[CH:9]=[CH:8]2.CN(C)C=O.Cl.C(=O)([O-])[O-].[Cs+].[Cs+].O1CCCC1.[OH-].[Li+].O.C[O:53][C:54]([CH:56]1[CH2:63][CH:62]2[NH:64][CH:58]([CH2:59][CH2:60][CH2:61]2)[CH2:57]1)=[O:55]. The catalyst is CO. The product is [F:1][C:2]([F:30])([F:31])[C:3]1[C:4]([O:19][C@H:20]2[CH2:21][CH2:22][C@@H:23]([C:26]([F:29])([F:27])[F:28])[CH2:24][CH2:25]2)=[CH:5][CH:6]=[C:7]2[C:12]=1[CH:11]=[C:10]([CH2:13][N:64]1[CH:62]3[CH2:61][CH2:60][CH2:59][CH:58]1[CH2:57][CH:56]([C:54]([OH:53])=[O:55])[CH2:63]3)[CH:9]=[CH:8]2. The yield is 0.380. (9) The reactants are [C:1]1([C:11]2[CH:16]=[CH:15][CH:14]=[CH:13][CH:12]=2)[CH:6]=[CH:5][C:4]([S:7](Cl)(=[O:9])=[O:8])=[CH:3][CH:2]=1.[NH:17]1[C:21]([C:22]2[CH:23]=[C:24]([NH2:28])[CH:25]=[CH:26][CH:27]=2)=[N:20][N:19]=[N:18]1. No catalyst specified. The product is [NH:20]1[C:21]([C:22]2[CH:23]=[C:24]([NH:28][S:7]([C:4]3[CH:5]=[CH:6][C:1]([C:11]4[CH:16]=[CH:15][CH:14]=[CH:13][CH:12]=4)=[CH:2][CH:3]=3)(=[O:9])=[O:8])[CH:25]=[CH:26][CH:27]=2)=[N:17][N:18]=[N:19]1. The yield is 0.600.